Dataset: Catalyst prediction with 721,799 reactions and 888 catalyst types from USPTO. Task: Predict which catalyst facilitates the given reaction. (1) Reactant: [OH-].[K+].[C:3]1([C:9]2[N:10]=[CH:11][NH:12][CH:13]=2)[CH:8]=[CH:7][CH:6]=[CH:5][CH:4]=1.I[CH3:15]. Product: [CH3:15][N:12]1[CH:13]=[C:9]([C:3]2[CH:4]=[CH:5][CH:6]=[CH:7][CH:8]=2)[N:10]=[CH:11]1. The catalyst class is: 21. (2) Reactant: [Cl:1][C:2]1[C:7]([OH:8])=[CH:6][CH:5]=[CH:4][N:3]=1.Br[CH2:10][CH2:11][CH2:12][CH2:13][O:14][C:15]1[CH:20]=[CH:19][C:18]([C:21](=[O:26])[CH2:22][CH:23]([CH3:25])[CH3:24])=[C:17]([OH:27])[C:16]=1[CH3:28].C(=O)([O-])[O-].[Cs+].[Cs+]. Product: [Cl:1][C:2]1[C:7]([O:8][CH2:10][CH2:11][CH2:12][CH2:13][O:14][C:15]2[CH:20]=[CH:19][C:18]([C:21](=[O:26])[CH2:22][CH:23]([CH3:24])[CH3:25])=[C:17]([OH:27])[C:16]=2[CH3:28])=[CH:6][CH:5]=[CH:4][N:3]=1. The catalyst class is: 21. (3) Reactant: C(N(CC)CC)C.[CH2:8]([O:15][C:16]1[CH:25]=[C:24]2[C:19]([C:20](Cl)=[C:21]([N+:26]([O-:28])=[O:27])[CH:22]=[N:23]2)=[CH:18][CH:17]=1)[C:9]1[CH:14]=[CH:13][CH:12]=[CH:11][CH:10]=1.[O:30]([CH2:37][CH2:38][NH2:39])[C:31]1[CH:36]=[CH:35][CH:34]=[CH:33][CH:32]=1.O. Product: [CH2:8]([O:15][C:16]1[CH:25]=[C:24]2[C:19]([C:20]([NH:39][CH2:38][CH2:37][O:30][C:31]3[CH:36]=[CH:35][CH:34]=[CH:33][CH:32]=3)=[C:21]([N+:26]([O-:28])=[O:27])[CH:22]=[N:23]2)=[CH:18][CH:17]=1)[C:9]1[CH:14]=[CH:13][CH:12]=[CH:11][CH:10]=1. The catalyst class is: 4.